This data is from Forward reaction prediction with 1.9M reactions from USPTO patents (1976-2016). The task is: Predict the product of the given reaction. (1) Given the reactants BrC1C=CC=C2C=1C=CN2.[F:11][C:12]1[CH:13]=[CH:14][CH:15]=[C:16]2[C:20]=1[NH:19][C:18](=[O:21])[C:17]2=[O:22].BrCCCCC.Br[CH2:30][C:31]1[O:32][C:33]([C:36]([F:39])([F:38])[F:37])=[CH:34][CH:35]=1, predict the reaction product. The product is: [F:11][C:12]1[CH:13]=[CH:14][CH:15]=[C:16]2[C:20]=1[N:19]([CH2:30][C:31]1[O:32][C:33]([C:36]([F:39])([F:38])[F:37])=[CH:34][CH:35]=1)[C:18](=[O:21])[C:17]2=[O:22]. (2) Given the reactants [CH2:1]([S:8][C:9]1[N:14]2[N:15]=[CH:16][C:17]([CH:18]=[C:19]3[NH:23][C:22](=[O:24])[NH:21][C:20]3=[O:25])=[C:13]2[N:12]=[C:11]([NH:26][C:27]2[CH:32]=[CH:31][CH:30]=[C:29]([Cl:33])[CH:28]=2)[CH:10]=1)[C:2]1[CH:7]=[CH:6][CH:5]=[CH:4][CH:3]=1.ClC1C=CC=C(C(OO)=[O:42])C=1, predict the reaction product. The product is: [CH2:1]([S:8]([C:9]1[N:14]2[N:15]=[CH:16][C:17]([CH:18]=[C:19]3[NH:23][C:22](=[O:24])[NH:21][C:20]3=[O:25])=[C:13]2[N:12]=[C:11]([NH:26][C:27]2[CH:32]=[CH:31][CH:30]=[C:29]([Cl:33])[CH:28]=2)[CH:10]=1)=[O:42])[C:2]1[CH:7]=[CH:6][CH:5]=[CH:4][CH:3]=1. (3) Given the reactants COC(C1C=C2C(C(C3CCCCC3)=C(C3C=C4C(=CC=3)N=C(C3C=C(OC)C=CC=3C3C=CC(Cl)=CC=3)C=C4)N2CC(O)=O)=CC=1)=O.C[O:50][C:51]([C:53]1[CH:61]=[C:60]2[C:56]([C:57]([CH:96]3[CH2:101][CH2:100][CH2:99][CH2:98][CH2:97]3)=[C:58]([C:71]3[CH:72]=[C:73]4[C:78](=[CH:79][CH:80]=3)[N:77]=[C:76]([C:81]3[CH:86]=[C:85]([O:87][CH3:88])[CH:84]=[CH:83][C:82]=3[C:89]3[CH:94]=[CH:93][C:92]([Cl:95])=[CH:91][CH:90]=3)[CH:75]=[CH:74]4)[N:59]2[CH2:62][C:63]([N:65]2[CH2:70]COC[CH2:66]2)=[O:64])=[CH:55][CH:54]=1)=[O:52].N1CCOCC1.CNC, predict the reaction product. The product is: [CH3:70][N:65]([C:63]([CH2:62][N:59]1[C:60]2[C:56](=[CH:55][CH:54]=[C:53]([C:51]([OH:52])=[O:50])[CH:61]=2)[C:57]([CH:96]2[CH2:97][CH2:98][CH2:99][CH2:100][CH2:101]2)=[C:58]1[C:71]1[CH:72]=[C:73]2[C:78](=[CH:79][CH:80]=1)[N:77]=[C:76]([C:81]1[C:82]([C:89]3[CH:90]=[CH:91][C:92]([Cl:95])=[CH:93][CH:94]=3)=[CH:83][CH:84]=[C:85]([O:87][CH3:88])[CH:86]=1)[CH:75]=[CH:74]2)=[O:64])[CH3:66]. (4) Given the reactants [I:1][C:2]1[CH:13]=[C:12]([O:14][CH3:15])[C:11]([I:16])=[CH:10][C:3]=1[O:4][C:5](=[CH:8]C)[C:6]#[N:7].Cl.NC1C=CC=CC=1.O(C)[Na].Cl.[NH2:29][C:30]([NH2:32])=[NH:31], predict the reaction product. The product is: [I:1][C:2]1[CH:13]=[C:12]([O:14][CH3:15])[C:11]([I:16])=[CH:10][C:3]=1[O:4][C:5]1[C:6]([NH2:7])=[N:29][C:30]([NH2:32])=[N:31][CH:8]=1. (5) Given the reactants C(OC([N:8]1[C:16]2[C:11](=[CH:12][C:13]([CH:17]=O)=[CH:14][CH:15]=2)[CH:10]=[C:9]1[C:19]1[C:20]2[S:33][CH:32]=[CH:31][C:21]=2[N:22](C(OC(C)(C)C)=O)[N:23]=1)=O)(C)(C)C.[NH2:34][CH2:35][CH:36]1[CH2:41][CH2:40][CH2:39][CH2:38][CH2:37]1.C([BH3-])#N.C(OC(N1C2C(=CC(CNCC3CCCCC3)=CC=2)C=C1C1C2SC=CC=2N(C(OC(C)(C)C)=O)N=1)=O)(C)(C)C.C(OC(N1C2C(=CC(CNCC3CCCCC3)=CC=2)C=C1C1C2SC=CC=2NN=1)=O)(C)(C)C.C(OC(N1C2C=CSC=2C(C2NC3C(C=2)=CC(CNCC2CCCCC2)=CC=3)=N1)=O)(C)(C)C.FC(F)(F)C(O)=O, predict the reaction product. The product is: [CH:36]1([CH2:35][NH:34][CH2:17][C:13]2[CH:12]=[C:11]3[C:16](=[CH:15][CH:14]=2)[NH:8][C:9]([C:19]2[C:20]4[S:33][CH:32]=[CH:31][C:21]=4[NH:22][N:23]=2)=[CH:10]3)[CH2:41][CH2:40][CH2:39][CH2:38][CH2:37]1. (6) The product is: [F:25][C:26]1[CH:32]=[C:31]([F:33])[CH:30]=[CH:29][C:27]=1[NH:28][C:2]1[CH:24]=[CH:23][C:5]2[C:6](=[O:22])[C:7]3[CH:14]=[C:13]([O:15][CH2:16][CH2:17][OH:18])[CH:12]=[CH:11][C:8]=3[CH2:9][CH2:10][C:4]=2[CH:3]=1. Given the reactants Cl[C:2]1[CH:24]=[CH:23][C:5]2[C:6](=[O:22])[C:7]3[CH:14]=[C:13]([O:15][CH2:16][CH2:17][O:18]C(=O)C)[CH:12]=[CH:11][C:8]=3[CH2:9][CH2:10][C:4]=2[CH:3]=1.[F:25][C:26]1[CH:32]=[C:31]([F:33])[CH:30]=[CH:29][C:27]=1[NH2:28].C1(P(C2CCCCC2)C2C=CC=CC=2C2C(C(C)C)=CC(C(C)C)=CC=2C(C)C)CCCCC1.CC([O-])(C)C.[K+], predict the reaction product. (7) The product is: [Br:19][CH2:18][C:15]1[CH:14]=[CH:13][C:12]([C:7]2([C:1]3[CH:6]=[CH:5][CH:4]=[CH:3][CH:2]=3)[O:8][CH2:9][CH2:10][O:11]2)=[CH:17][CH:16]=1. Given the reactants [C:1]1([C:7]2([C:12]3[CH:17]=[CH:16][C:15]([CH3:18])=[CH:14][CH:13]=3)[O:11][CH2:10][CH2:9][O:8]2)[CH:6]=[CH:5][CH:4]=[CH:3][CH:2]=1.[Br:19]N1C(=O)CCC1=O, predict the reaction product.